This data is from Full USPTO retrosynthesis dataset with 1.9M reactions from patents (1976-2016). The task is: Predict the reactants needed to synthesize the given product. Given the product [CH3:12][CH:9]1[C:10]2[C:5](=[CH:4][CH:3]=[C:2]([C:6]3[CH:7]=[N:8][CH:9]=[CH:10][CH:5]=3)[CH:11]=2)[CH2:6][CH2:7][NH:8]1, predict the reactants needed to synthesize it. The reactants are: Br[C:2]1[CH:11]=[C:10]2[C:5]([CH2:6][CH2:7][NH:8][CH:9]2[CH3:12])=[CH:4][CH:3]=1.B(O)O.